Dataset: Peptide-MHC class II binding affinity with 134,281 pairs from IEDB. Task: Regression. Given a peptide amino acid sequence and an MHC pseudo amino acid sequence, predict their binding affinity value. This is MHC class II binding data. (1) The peptide sequence is MYFHRRDLRLASNAI. The MHC is DRB1_0101 with pseudo-sequence DRB1_0101. The binding affinity (normalized) is 0.657. (2) The peptide sequence is QELLDIANYLMEQIQ. The MHC is HLA-DPA10201-DPB11401 with pseudo-sequence HLA-DPA10201-DPB11401. The binding affinity (normalized) is 0.